This data is from Peptide-MHC class I binding affinity with 185,985 pairs from IEDB/IMGT. The task is: Regression. Given a peptide amino acid sequence and an MHC pseudo amino acid sequence, predict their binding affinity value. This is MHC class I binding data. (1) The peptide sequence is KGAVDLSHFL. The MHC is HLA-A11:01 with pseudo-sequence HLA-A11:01. The binding affinity (normalized) is 0.301. (2) The peptide sequence is HYQDVLKEV. The MHC is Patr-A0901 with pseudo-sequence Patr-A0901. The binding affinity (normalized) is 0.254. (3) The peptide sequence is NSISARALK. The MHC is HLA-A11:01 with pseudo-sequence HLA-A11:01. The binding affinity (normalized) is 0.872. (4) The peptide sequence is RNQPAATAL. The MHC is HLA-B08:01 with pseudo-sequence HLA-B08:01. The binding affinity (normalized) is 0.0847. (5) The peptide sequence is RRSRRSLTV. The MHC is HLA-B48:01 with pseudo-sequence HLA-B48:01. The binding affinity (normalized) is 0.0847.